This data is from Merck oncology drug combination screen with 23,052 pairs across 39 cell lines. The task is: Regression. Given two drug SMILES strings and cell line genomic features, predict the synergy score measuring deviation from expected non-interaction effect. Drug 1: CC1CC2C3CCC4=CC(=O)C=CC4(C)C3(F)C(O)CC2(C)C1(O)C(=O)CO. Drug 2: CC(C)CC(NC(=O)C(Cc1ccccc1)NC(=O)c1cnccn1)B(O)O. Cell line: NCIH1650. Synergy scores: synergy=-15.5.